Dataset: Catalyst prediction with 721,799 reactions and 888 catalyst types from USPTO. Task: Predict which catalyst facilitates the given reaction. (1) Reactant: [CH2:1]([O:8][C:9]([NH:11][CH:12]([CH2:20][NH:21][C:22]1[C:27]([O:28][CH3:29])=[C:26]([N:30]2[CH2:35][CH2:34][CH:33]([C:36]3[CH:45]=[CH:44][C:43]4[C:38](=[N:39][CH:40]=[CH:41][CH:42]=4)[N:37]=3)[CH2:32][CH2:31]2)[N:25]=[C:24]([CH3:46])[N:23]=1)[C:13]([O:15][C:16]([CH3:19])([CH3:18])[CH3:17])=[O:14])=[O:10])[C:2]1[CH:7]=[CH:6][CH:5]=[CH:4][CH:3]=1. Product: [CH2:1]([O:8][C:9]([NH:11][CH:12]([CH2:20][NH:21][C:22]1[C:27]([O:28][CH3:29])=[C:26]([N:30]2[CH2:35][CH2:34][CH:33]([C:36]3[CH:45]=[CH:44][C:43]4[CH2:42][CH2:41][CH2:40][NH:39][C:38]=4[N:37]=3)[CH2:32][CH2:31]2)[N:25]=[C:24]([CH3:46])[N:23]=1)[C:13]([O:15][C:16]([CH3:17])([CH3:18])[CH3:19])=[O:14])=[O:10])[C:2]1[CH:3]=[CH:4][CH:5]=[CH:6][CH:7]=1. The catalyst class is: 810. (2) Reactant: [CH3:1][O:2][C:3]1[CH:4]=[C:5]([CH2:11][C:12]#[N:13])[CH:6]=[C:7]([O:9][CH3:10])[CH:8]=1.Br[C:15](Br)(C)C.CCCCCC. Product: [CH3:10][O:9][C:7]1[CH:6]=[C:5]([CH:11]([CH3:15])[C:12]#[N:13])[CH:4]=[C:3]([O:2][CH3:1])[CH:8]=1. The catalyst class is: 1.